From a dataset of Reaction yield outcomes from USPTO patents with 853,638 reactions. Predict the reaction yield, written as a fraction of the theoretical maximum amount of product (1.0 means a 100% yield; for example, 0.34 means a 34% yield). The reactants are Cl.[NH2:2][C@@H:3]([CH:9]([CH3:11])[CH3:10])[CH2:4][C:5]([O:7][CH3:8])=[O:6].CCN(CC)CC.[C:19](Cl)([O:21][CH2:22][C:23]1[CH:28]=[CH:27][CH:26]=[CH:25][CH:24]=1)=[O:20]. The catalyst is C1COCC1. The product is [CH2:22]([O:21][C:19]([NH:2][C@@H:3]([CH:9]([CH3:11])[CH3:10])[CH2:4][C:5]([O:7][CH3:8])=[O:6])=[O:20])[C:23]1[CH:28]=[CH:27][CH:26]=[CH:25][CH:24]=1. The yield is 0.400.